Dataset: Forward reaction prediction with 1.9M reactions from USPTO patents (1976-2016). Task: Predict the product of the given reaction. (1) Given the reactants [OH-:1].[Na+:2].C([OH:5])C.[CH:6]1[N:10]=[CH:9][N:8]([CH2:11][C:12]([P:18]([OH:21])([OH:20])=[O:19])([P:14]([OH:17])([OH:16])=[O:15])[OH:13])[CH:7]=1.CO, predict the reaction product. The product is: [CH:6]1[N:10]=[CH:9][N:8]([CH2:11][C:12]([P:14]([O-:17])([OH:16])=[O:15])([P:18]([O-:20])([OH:21])=[O:19])[OH:13])[CH:7]=1.[OH2:5].[OH2:1].[OH2:5].[OH2:5].[Na+:2].[Na+:2]. (2) Given the reactants [Cl:1][C:2]1[CH:11]=[CH:10][C:5]2[C:6](=O)[CH2:7][O:8][C:4]=2[CH:3]=1.[C:12]([CH:15]=P(C1C=CC=CC=1)(C1C=CC=CC=1)C1C=CC=CC=1)([OH:14])=[O:13].[C:35]1(C)C=CC=C[CH:36]=1, predict the reaction product. The product is: [CH2:35]([O:14][C:12](=[O:13])[CH2:15][C:6]1[C:5]2[CH:10]=[CH:11][C:2]([Cl:1])=[CH:3][C:4]=2[O:8][CH:7]=1)[CH3:36]. (3) Given the reactants [Cl:1][C:2]1[C:10]([F:11])=[C:9]2[C:5]([C:6]([S:12][C:13]3[C:14]([F:24])=[C:15]([CH:21]=[CH:22][CH:23]=3)[C:16]([O:18][CH2:19][CH3:20])=[O:17])=[CH:7][NH:8]2)=[CH:4][CH:3]=1.Br[C:26]1[CH:27]=[N:28][CH:29]=[CH:30][CH:31]=1.N[C@@H]1CCCC[C@H]1N.[O-]P([O-])([O-])=O.[K+].[K+].[K+], predict the reaction product. The product is: [Cl:1][C:2]1[C:10]([F:11])=[C:9]2[C:5]([C:6]([S:12][C:13]3[C:14]([F:24])=[C:15]([CH:21]=[CH:22][CH:23]=3)[C:16]([O:18][CH2:19][CH3:20])=[O:17])=[CH:7][N:8]2[C:26]2[CH:27]=[N:28][CH:29]=[CH:30][CH:31]=2)=[CH:4][CH:3]=1. (4) Given the reactants [Br:1][C:2]1[CH:10]=[CH:9][CH:8]=[C:7]2[C:3]=1[CH:4]=[CH:5][NH:6]2.[OH-].[K+].[S:13](Cl)([C:16]1[CH:22]=[CH:21][C:19]([CH3:20])=[CH:18][CH:17]=1)(=[O:15])=[O:14], predict the reaction product. The product is: [Br:1][C:2]1[CH:10]=[CH:9][CH:8]=[C:7]2[C:3]=1[CH:4]=[CH:5][N:6]2[S:13]([C:16]1[CH:22]=[CH:21][C:19]([CH3:20])=[CH:18][CH:17]=1)(=[O:15])=[O:14]. (5) Given the reactants [C:1]1([S:7]([NH:10][C@@H:11]([CH2:19][NH2:20])[C:12]([O:14][C:15]([CH3:18])([CH3:17])[CH3:16])=[O:13])(=[O:9])=[O:8])[CH:6]=[CH:5][CH:4]=[CH:3][CH:2]=1.ON1[C:26]2[CH:27]=C[CH:29]=[CH:30][C:25]=2N=N1.[CH3:31][N:32]1[CH2:37][CH2:36]O[CH2:34][CH2:33]1.Cl.[CH2:39]([N:41]=[C:42]=[N:43][CH2:44][CH2:45][CH2:46][N:47](C)C)[CH3:40].[C:50](=[O:53])([O-])O.[Na+], predict the reaction product. The product is: [C:1]1([S:7]([NH:10][C@@H:11]([CH2:19][NH:20][C:50](=[O:53])[C:26]2[CH:25]=[CH:30][CH:29]=[C:31]([N:32]3[CH2:37][CH2:36][CH:40]([CH2:39][NH:41][C:42]4[N:43]=[CH:44][CH:45]=[CH:46][N:47]=4)[CH2:34][CH2:33]3)[CH:27]=2)[C:12]([O:14][C:15]([CH3:16])([CH3:17])[CH3:18])=[O:13])(=[O:8])=[O:9])[CH:2]=[CH:3][CH:4]=[CH:5][CH:6]=1. (6) Given the reactants [CH3:1][N:2]1[CH2:6][CH:5]=[N:4][C:3]1=[C:7]1[N:11]=[CH:10][CH:9]=[N:8]1.[H-].[Na+].Br[CH:15]([CH2:28][CH2:29][CH2:30]C)[CH2:16][N:17]1[C:21](=[O:22])[C:20]2=[CH:23][CH:24]=[CH:25][CH:26]=[C:19]2[C:18]1=[O:27].[I-].[Na+].[CH3:34]N(C=O)C, predict the reaction product. The product is: [CH3:1][N:2]1[CH:6]=[CH:5][N:4]([CH2:34][CH:16]([N:17]2[C:18](=[O:27])[C:19]3=[CH:26][CH:25]=[CH:24][CH:23]=[C:20]3[C:21]2=[O:22])[CH2:15][CH2:28][CH2:29][CH3:30])[C:3]1=[C:7]1[N:8]=[CH:9][CH:10]=[N:11]1.